Dataset: Cav3 T-type calcium channel HTS with 100,875 compounds. Task: Binary Classification. Given a drug SMILES string, predict its activity (active/inactive) in a high-throughput screening assay against a specified biological target. (1) The molecule is Clc1c(OCC(O)Cn2c3c(nc2NCCN(CC)CC)n(c(=O)[nH]c3=O)C)ccc(Cl)c1. The result is 0 (inactive). (2) The drug is Fc1ccc(N2CCN(CC2)Cc2cc(C3c4c([nH]nc4OC(N)=C3C#N)C)ccc2OC)cc1. The result is 0 (inactive). (3) The result is 0 (inactive). The drug is S(CCC(=N/S(=O)(=O)N)/N)Cc1nc(sc1)/N=C(/N)N. (4) The compound is O=C(NC1CCCC1)C1CCCN(C1)Cc1nc(oc1C)c1cc(ccc1)C. The result is 0 (inactive). (5) The drug is FC(F)(F)Oc1ccc(CNC(=O)c2cc3nn(c(OCC)c3cc2)C)cc1. The result is 0 (inactive). (6) The molecule is O=C(NCCc1c2c([nH]c1)cccc2)Nc1cc(ccc1)C. The result is 1 (active).